This data is from Forward reaction prediction with 1.9M reactions from USPTO patents (1976-2016). The task is: Predict the product of the given reaction. (1) Given the reactants C(O[P:4]([C:9]1[CH:14]=[CH:13][C:12]([N+:15]([O-:17])=[O:16])=[CH:11][CH:10]=1)(=[O:8])OCC)C.S(Cl)(Cl)=O.[N+]([C:25]1C=CC(P(Cl)(Cl)=O)=C[CH:26]=1)([O-])=O.[CH:35]([Mg]Br)=[CH2:36], predict the reaction product. The product is: [CH:25]([P:4]([CH:35]=[CH2:36])([C:9]1[CH:10]=[CH:11][C:12]([N+:15]([O-:17])=[O:16])=[CH:13][CH:14]=1)=[O:8])=[CH2:26]. (2) Given the reactants [CH3:1][O:2][C:3]1[CH:8]=[CH:7][C:6](B(O)O)=[CH:5][CH:4]=1.CCCCCC.[C:18]([O:21][CH2:22][CH3:23])(=[O:20])[CH3:19], predict the reaction product. The product is: [CH3:1][O:2][C:3]1[CH:8]=[CH:7][C:6]([CH2:19][C:18]([O:21][CH2:22][CH3:23])=[O:20])=[CH:5][CH:4]=1.